This data is from Reaction yield outcomes from USPTO patents with 853,638 reactions. The task is: Predict the reaction yield, written as a fraction of the theoretical maximum amount of product (1.0 means a 100% yield; for example, 0.34 means a 34% yield). (1) The reactants are [Cl:1][C:2]1[C:14]([I:15])=[CH:13][C:5]2[C:6](=[O:12])[CH2:7][CH2:8][C:9](=[O:11])[NH:10][C:4]=2[CH:3]=1.[CH3:16][N:17]([CH:19](OC)OC)[CH3:18].CCOCC. The catalyst is C1COCC1. The product is [Cl:1][C:2]1[C:14]([I:15])=[CH:13][C:5]2[C:6](=[O:12])/[C:7](=[CH:16]\[N:17]([CH3:19])[CH3:18])/[CH2:8][C:9](=[O:11])[NH:10][C:4]=2[CH:3]=1. The yield is 0.820. (2) The reactants are [N:1]1([C:10]([O:12][C:13]([CH3:16])([CH3:15])[CH3:14])=[O:11])[C:9]2[CH:8]=[CH:7][N:6]=[CH:5][C:4]=2[CH:3]=[CH:2]1.COCCO. The catalyst is [OH-].[OH-].[Pd+2].CC(O)=O. The product is [N:1]1([C:10]([O:12][C:13]([CH3:16])([CH3:15])[CH3:14])=[O:11])[CH:9]2[CH:4]([CH2:5][NH:6][CH2:7][CH2:8]2)[CH2:3][CH2:2]1. The yield is 1.00. (3) The reactants are Br[C:2]1[CH:3]=[CH:4][C:5]2[S:9][CH:8]=[C:7]([CH:10]=[O:11])[C:6]=2[CH:12]=1.[B:13]1([B:13]2[O:17][C:16]([CH3:19])([CH3:18])[C:15]([CH3:21])([CH3:20])[O:14]2)[O:17][C:16]([CH3:19])([CH3:18])[C:15]([CH3:21])([CH3:20])[O:14]1.C(Cl)Cl.C([O-])(=O)C.[K+].N#N. The catalyst is C1C=CC(P(C2C=CC=CC=2)[C-]2C=CC=C2)=CC=1.C1C=CC(P(C2C=CC=CC=2)[C-]2C=CC=C2)=CC=1.Cl[Pd]Cl.[Fe+2].CS(C)=O. The product is [CH3:20][C:15]1([CH3:21])[C:16]([CH3:19])([CH3:18])[O:17][B:13]([C:2]2[CH:3]=[CH:4][C:5]3[S:9][CH:8]=[C:7]([CH:10]=[O:11])[C:6]=3[CH:12]=2)[O:14]1. The yield is 0.810.